From a dataset of Forward reaction prediction with 1.9M reactions from USPTO patents (1976-2016). Predict the product of the given reaction. Given the reactants [F:1][C:2]1[CH:7]=[CH:6][C:5]([C:8]2[N:9]=[C:10]3[N:15]([C:16]=2[C:17]2[CH:18]=[CH:19][C:20]4[N:21]([CH:23]=[C:24]([NH:26]C(=O)C)[N:25]=4)[N:22]=2)[CH2:14][CH2:13][O:12][CH2:11]3)=[CH:4][CH:3]=1.Cl.O1CCOCC1, predict the reaction product. The product is: [F:1][C:2]1[CH:7]=[CH:6][C:5]([C:8]2[N:9]=[C:10]3[N:15]([C:16]=2[C:17]2[CH:18]=[CH:19][C:20]4[N:21]([CH:23]=[C:24]([NH2:26])[N:25]=4)[N:22]=2)[CH2:14][CH2:13][O:12][CH2:11]3)=[CH:4][CH:3]=1.